Dataset: Catalyst prediction with 721,799 reactions and 888 catalyst types from USPTO. Task: Predict which catalyst facilitates the given reaction. (1) Reactant: [CH2:1]([O:3][C@@H:4]([CH2:10][C:11]1[CH:16]=[CH:15][C:14]([OH:17])=[CH:13][CH:12]=1)[C:5]([O:7][CH2:8][CH3:9])=[O:6])[CH3:2].C(=O)([O-])[O-].[K+].[K+].Cl[CH2:25][C:26]1[N:27]=[C:28]([C:32]2[S:33][CH:34]=[CH:35][CH:36]=2)[O:29][C:30]=1[CH3:31].O. Product: [CH2:1]([O:3][C@@H:4]([CH2:10][C:11]1[CH:12]=[CH:13][C:14]([O:17][CH2:25][C:26]2[N:27]=[C:28]([C:32]3[S:33][CH:34]=[CH:35][CH:36]=3)[O:29][C:30]=2[CH3:31])=[CH:15][CH:16]=1)[C:5]([O:7][CH2:8][CH3:9])=[O:6])[CH3:2]. The catalyst class is: 3. (2) Reactant: [F:1][C:2]([F:16])([F:15])[O:3][C:4]1[CH:9]=[CH:8][C:7](/[CH:10]=[CH:11]/[C:12](=[O:14])[CH3:13])=[CH:6][CH:5]=1.C([O-])([O-])=O.[K+].[K+].[F:23][C:24]([F:34])([F:33])[C:25]1[CH:32]=[CH:31][C:28]([CH:29]=O)=[CH:27][CH:26]=1. Product: [F:23][C:24]([F:33])([F:34])[C:25]1[CH:26]=[CH:27][C:28](/[CH:29]=[CH:13]/[C:12](=[O:14])/[CH:11]=[CH:10]/[C:7]2[CH:6]=[CH:5][C:4]([O:3][C:2]([F:15])([F:16])[F:1])=[CH:9][CH:8]=2)=[CH:31][CH:32]=1. The catalyst class is: 88. (3) Reactant: BrC([CH:7](Br)[C:8]1[CH:13]=[CH:12][C:11]([Cl:14])=[CH:10][C:9]=1[Cl:15])CC(O)=O.CC(C)([O-])C.[K+].Cl.[C:24]([O:27]CC)(=[O:26])[CH3:25]. Product: [Cl:15][C:9]1[CH:10]=[C:11]([Cl:14])[CH:12]=[CH:13][C:8]=1[C:7]#[C:25][C:24]([OH:27])=[O:26]. The catalyst class is: 107. (4) Reactant: [Cl:1][C:2]1[CH:3]=[C:4]([CH:15]=[CH:16][C:17]=1[F:18])[O:5][C:6]1[CH:11]=[CH:10][C:9]([N+:12]([O-])=O)=[CH:8][N:7]=1.Cl[Sn]Cl. Product: [Cl:1][C:2]1[CH:3]=[C:4]([CH:15]=[CH:16][C:17]=1[F:18])[O:5][C:6]1[N:7]=[CH:8][C:9]([NH2:12])=[CH:10][CH:11]=1. The catalyst class is: 5. (5) Reactant: C(N(CC)CC)C.[F:8][C:9]([F:24])([F:23])[C:10]1[CH:22]=[CH:21][C:13]([O:14][CH:15]2[CH2:20][CH2:19][NH:18][CH2:17][CH2:16]2)=[CH:12][CH:11]=1.Cl[S:26]([CH2:29][C:30]1([C:36]([O:38][CH3:39])=[O:37])[CH2:35][CH2:34][O:33][CH2:32][CH2:31]1)(=[O:28])=[O:27].O. Product: [CH3:39][O:38][C:36]([C:30]1([CH2:29][S:26]([N:18]2[CH2:17][CH2:16][CH:15]([O:14][C:13]3[CH:21]=[CH:22][C:10]([C:9]([F:8])([F:23])[F:24])=[CH:11][CH:12]=3)[CH2:20][CH2:19]2)(=[O:28])=[O:27])[CH2:35][CH2:34][O:33][CH2:32][CH2:31]1)=[O:37]. The catalyst class is: 4. (6) The catalyst class is: 3. Product: [CH3:1][O:2][C:3]1[CH:4]=[CH:5][C:6]([CH2:7][N:8]2[CH:18]=[C:17]([C:16]([O:15][CH2:13][CH3:14])=[O:19])[N:10]=[N:9]2)=[CH:11][CH:12]=1. Reactant: [CH3:1][O:2][C:3]1[CH:12]=[CH:11][C:6]([CH2:7][N:8]=[N+:9]=[N-:10])=[CH:5][CH:4]=1.[CH2:13]([O:15][C:16](=[O:19])[CH2:17][CH3:18])[CH3:14].